Dataset: Catalyst prediction with 721,799 reactions and 888 catalyst types from USPTO. Task: Predict which catalyst facilitates the given reaction. Reactant: [CH3:1][N:2]1[C:10]2[C:5](=[CH:6][CH:7]=[C:8]([C:11]([NH:13][NH2:14])=[O:12])[CH:9]=2)[CH:4]=[CH:3]1.[OH-].[K+].[C:17](=S)=[S:18].Cl. Product: [CH3:1][N:2]1[C:10]2[C:5](=[CH:6][CH:7]=[C:8]([C:11]3[O:12][C:17]([SH:18])=[N:14][N:13]=3)[CH:9]=2)[CH:4]=[CH:3]1. The catalyst class is: 72.